This data is from NCI-60 drug combinations with 297,098 pairs across 59 cell lines. The task is: Regression. Given two drug SMILES strings and cell line genomic features, predict the synergy score measuring deviation from expected non-interaction effect. (1) Drug 1: C#CCC(CC1=CN=C2C(=N1)C(=NC(=N2)N)N)C3=CC=C(C=C3)C(=O)NC(CCC(=O)O)C(=O)O. Drug 2: CC(C)CN1C=NC2=C1C3=CC=CC=C3N=C2N. Cell line: MCF7. Synergy scores: CSS=-4.81, Synergy_ZIP=2.83, Synergy_Bliss=0.0768, Synergy_Loewe=-3.43, Synergy_HSA=-3.90. (2) Drug 1: CC1C(C(CC(O1)OC2CC(CC3=C2C(=C4C(=C3O)C(=O)C5=C(C4=O)C(=CC=C5)OC)O)(C(=O)C)O)N)O.Cl. Drug 2: CC1C(C(=O)NC(C(=O)N2CCCC2C(=O)N(CC(=O)N(C(C(=O)O1)C(C)C)C)C)C(C)C)NC(=O)C3=C4C(=C(C=C3)C)OC5=C(C(=O)C(=C(C5=N4)C(=O)NC6C(OC(=O)C(N(C(=O)CN(C(=O)C7CCCN7C(=O)C(NC6=O)C(C)C)C)C)C(C)C)C)N)C. Cell line: COLO 205. Synergy scores: CSS=45.8, Synergy_ZIP=8.30, Synergy_Bliss=9.69, Synergy_Loewe=7.08, Synergy_HSA=8.09. (3) Drug 1: CCC1=CC2CC(C3=C(CN(C2)C1)C4=CC=CC=C4N3)(C5=C(C=C6C(=C5)C78CCN9C7C(C=CC9)(C(C(C8N6C)(C(=O)OC)O)OC(=O)C)CC)OC)C(=O)OC.C(C(C(=O)O)O)(C(=O)O)O. Drug 2: CCC1(CC2CC(C3=C(CCN(C2)C1)C4=CC=CC=C4N3)(C5=C(C=C6C(=C5)C78CCN9C7C(C=CC9)(C(C(C8N6C)(C(=O)OC)O)OC(=O)C)CC)OC)C(=O)OC)O.OS(=O)(=O)O. Cell line: LOX IMVI. Synergy scores: CSS=50.2, Synergy_ZIP=-0.962, Synergy_Bliss=-1.11, Synergy_Loewe=2.35, Synergy_HSA=3.78. (4) Drug 1: CN(C)C1=NC(=NC(=N1)N(C)C)N(C)C. Drug 2: C1CC(C1)(C(=O)O)C(=O)O.[NH2-].[NH2-].[Pt+2]. Cell line: M14. Synergy scores: CSS=33.2, Synergy_ZIP=4.73, Synergy_Bliss=1.74, Synergy_Loewe=-14.2, Synergy_HSA=-1.13. (5) Drug 1: CC1OCC2C(O1)C(C(C(O2)OC3C4COC(=O)C4C(C5=CC6=C(C=C35)OCO6)C7=CC(=C(C(=C7)OC)O)OC)O)O. Drug 2: CCC1(C2=C(COC1=O)C(=O)N3CC4=CC5=C(C=CC(=C5CN(C)C)O)N=C4C3=C2)O.Cl. Cell line: PC-3. Synergy scores: CSS=16.7, Synergy_ZIP=-8.83, Synergy_Bliss=-5.00, Synergy_Loewe=-3.09, Synergy_HSA=-2.24.